This data is from Reaction yield outcomes from USPTO patents with 853,638 reactions. The task is: Predict the reaction yield, written as a fraction of the theoretical maximum amount of product (1.0 means a 100% yield; for example, 0.34 means a 34% yield). (1) The reactants are [H-].[H-].[H-].[H-].[Li+].[Al+3].[Si:7]([O:14][C@@H:15]1[C@@H:19]([F:20])[CH2:18][C@@H:17]([C:21](OCC)=[O:22])[CH2:16]1)([C:10]([CH3:13])([CH3:12])[CH3:11])([CH3:9])[CH3:8]. The catalyst is C1COCC1. The product is [Si:7]([O:14][C@@H:15]1[C@@H:19]([F:20])[CH2:18][C@@H:17]([CH2:21][OH:22])[CH2:16]1)([C:10]([CH3:13])([CH3:12])[CH3:11])([CH3:9])[CH3:8]. The yield is 0.760. (2) The reactants are [CH3:1][S:2]([O:5][C@H:6]1[C@H:10]([O:11][S:12]([CH3:15])(=[O:14])=[O:13])[CH2:9][N:8](CC2C=CC=CC=2)[CH2:7]1)(=[O:4])=[O:3].[CH2:23]([O:30][C:31](Cl)=[O:32])[C:24]1[CH:29]=[CH:28][CH:27]=[CH:26][CH:25]=1. The catalyst is ClCCl. The product is [CH3:1][S:2]([O:5][C@H:6]1[C@H:10]([O:11][S:12]([CH3:15])(=[O:14])=[O:13])[CH2:9][N:8]([C:31]([O:30][CH2:23][C:24]2[CH:29]=[CH:28][CH:27]=[CH:26][CH:25]=2)=[O:32])[CH2:7]1)(=[O:3])=[O:4]. The yield is 0.900. (3) The reactants are [OH-].[Na+].CC(C)(C)C(OC[N:9]1[C:18](=[O:19])[C:17]2[C:12](=[CH:13][C:14]([CH3:47])=[C:15]([CH2:20][N:21]([CH2:44][C:45]#[CH:46])[C:22]3[CH:42]=[CH:41][C:25]([C:26]([NH:28][C@@H:29]([CH2:34][CH2:35][C:36]4[NH:40][N:39]=[N:38][N:37]=4)[C:30]([O:32]C)=[O:31])=[O:27])=[C:24]([F:43])[CH:23]=3)[CH:16]=2)[N:11]=[C:10]1[CH3:48])=O.O1CCCC1.S(=O)(O)[O-].[Na+]. The catalyst is O. The product is [CH3:48][C:10]1[NH:9][C:18](=[O:19])[C:17]2[C:12](=[CH:13][C:14]([CH3:47])=[C:15]([CH2:20][N:21]([CH2:44][C:45]#[CH:46])[C:22]3[CH:42]=[CH:41][C:25]([C:26]([NH:28][C@@H:29]([CH2:34][CH2:35][C:36]4[NH:40][N:39]=[N:38][N:37]=4)[C:30]([OH:32])=[O:31])=[O:27])=[C:24]([F:43])[CH:23]=3)[CH:16]=2)[N:11]=1. The yield is 0.920. (4) The yield is 0.700. No catalyst specified. The product is [F:1][C:2]1[CH:7]=[CH:6][CH:5]=[CH:4][C:3]=1[C:8]1[N:9]=[N:10][N:11]([CH3:27])[C:12]=1[C:13]1[N:14]=[CH:15][N:16]([C:18]2[CH:26]=[CH:25][C:21]([C:22]([NH:28][N:29]3[CH2:34][CH2:33][O:32][CH2:31][CH2:30]3)=[O:24])=[CH:20][N:19]=2)[CH:17]=1. The reactants are [F:1][C:2]1[CH:7]=[CH:6][CH:5]=[CH:4][C:3]=1[C:8]1[N:9]=[N:10][N:11]([CH3:27])[C:12]=1[C:13]1[N:14]=[CH:15][N:16]([C:18]2[CH:26]=[CH:25][C:21]([C:22]([OH:24])=O)=[CH:20][N:19]=2)[CH:17]=1.[NH2:28][N:29]1[CH2:34][CH2:33][O:32][CH2:31][CH2:30]1. (5) The catalyst is CCOC(C)=O.[C-]#N.[Zn+2].[C-]#N.C1C=CC([P]([Pd]([P](C2C=CC=CC=2)(C2C=CC=CC=2)C2C=CC=CC=2)([P](C2C=CC=CC=2)(C2C=CC=CC=2)C2C=CC=CC=2)[P](C2C=CC=CC=2)(C2C=CC=CC=2)C2C=CC=CC=2)(C2C=CC=CC=2)C2C=CC=CC=2)=CC=1. The reactants are [Br:1][C:2]1[C:3]([CH3:10])=[CH:4][C:5](I)=[C:6]([CH:8]=1)[NH2:7].[CH3:11][N:12](C=O)C. The yield is 0.830. The product is [NH2:7][C:6]1[CH:8]=[C:2]([Br:1])[C:3]([CH3:10])=[CH:4][C:5]=1[C:11]#[N:12]. (6) The reactants are [Cl:1][C:2]1[CH:3]=[CH:4][CH:5]=[C:6]2[C:11]=1[C:10]([C:12](O)=[O:13])=[CH:9][CH:8]=[C:7]2[O:15][CH3:16].O=S(Cl)Cl.C[CH2:22][N:23](C(C)C)[CH:24](C)C.CNC. The catalyst is C(Cl)Cl. The product is [Cl:1][C:2]1[CH:3]=[CH:4][CH:5]=[C:6]2[C:11]=1[C:10]([C:12]([N:23]([CH3:24])[CH3:22])=[O:13])=[CH:9][CH:8]=[C:7]2[O:15][CH3:16]. The yield is 0.950.